Predict the product of the given reaction. From a dataset of Forward reaction prediction with 1.9M reactions from USPTO patents (1976-2016). (1) Given the reactants [OH:1][C:2]1[C:11]([OH:12])=[C:10]([O:13][CH3:14])[CH:9]=[CH:8][C:3]=1[C:4]([O:6][CH3:7])=[O:5].C1(C)C=CC(S(O[CH2:25][C:26]2([CH2:32]OS(C3C=CC(C)=CC=3)(=O)=O)[CH2:31][CH2:30][O:29][CH2:28][CH2:27]2)(=O)=O)=CC=1.C([O-])([O-])=O.[K+].[K+], predict the reaction product. The product is: [CH3:7][O:6][C:4]([C:3]1[C:2]2[O:1][CH2:32][C:26]3([CH2:31][CH2:30][O:29][CH2:28][CH2:27]3)[CH2:25][O:12][C:11]=2[C:10]([O:13][CH3:14])=[CH:9][CH:8]=1)=[O:5]. (2) Given the reactants [OH:1][C:2]1[CH:3]=[C:4]2[C:9](=[CH:10][CH:11]=1)[C:8]([C:12]([C:14]1[CH:19]=[CH:18][C:17]([O:20][CH2:21][CH2:22][N:23]3[CH2:28][CH2:27][CH2:26][CH2:25][CH2:24]3)=[CH:16][CH:15]=1)=[O:13])=[C:7]([C:29]1[C:34]([F:35])=[CH:33][C:32]([F:36])=[CH:31][C:30]=1[F:37])[CH:6]=[CH:5]2.[H-].[Al+3].[Li+].[H-].[H-].[H-].[ClH:44], predict the reaction product. The product is: [ClH:44].[OH:13][CH:12]([C:14]1[CH:15]=[CH:16][C:17]([O:20][CH2:21][CH2:22][N:23]2[CH2:28][CH2:27][CH2:26][CH2:25][CH2:24]2)=[CH:18][CH:19]=1)[C:8]1[C:7]([C:29]2[C:30]([F:37])=[CH:31][C:32]([F:36])=[CH:33][C:34]=2[F:35])=[CH:6][CH:5]=[C:4]2[C:9]=1[CH:10]=[CH:11][C:2]([OH:1])=[CH:3]2. (3) Given the reactants [H-].[Na+].[Br:3][C:4]1[CH:12]=[C:11]2[C:7]([C:8]([CH2:13][CH3:14])=[N:9][NH:10]2)=[CH:6][CH:5]=1.Cl[CH2:16][C:17]1[CH:22]=[CH:21][C:20]([O:23][CH3:24])=[CH:19][CH:18]=1, predict the reaction product. The product is: [CH3:24][O:23][C:20]1[CH:21]=[CH:22][C:17]([CH2:16][N:10]2[C:11]3[C:7](=[CH:6][CH:5]=[C:4]([Br:3])[CH:12]=3)[C:8]([CH2:13][CH3:14])=[N:9]2)=[CH:18][CH:19]=1. (4) Given the reactants [CH3:1][O:2][C:3]1[CH:11]=[C:10]2[C:6]([C:7]([C:12]([O:14][CH3:15])=[O:13])=[N:8][NH:9]2)=[CH:5][CH:4]=1.[Br:16][C:17]1[CH:18]=[C:19](B(O)O)[CH:20]=[CH:21][CH:22]=1, predict the reaction product. The product is: [Br:16][C:17]1[CH:22]=[C:21]([N:9]2[C:10]3[C:6](=[CH:5][CH:4]=[C:3]([O:2][CH3:1])[CH:11]=3)[C:7]([C:12]([O:14][CH3:15])=[O:13])=[N:8]2)[CH:20]=[CH:19][CH:18]=1. (5) Given the reactants [Na].[CH2:2]([O:6][C:7]1[N:15]=[C:14]2[C:10]([N:11]=[CH:12][N:13]2[CH2:16][C:17]2[CH:18]=[N:19][C:20](Cl)=[CH:21][CH:22]=2)=[C:9]([NH2:24])[N:8]=1)[CH2:3][CH2:4][CH3:5].[CH3:25][OH:26], predict the reaction product. The product is: [CH2:2]([O:6][C:7]1[N:15]=[C:14]2[C:10]([N:11]=[CH:12][N:13]2[CH2:16][C:17]2[CH:18]=[N:19][C:20]([O:26][CH3:25])=[CH:21][CH:22]=2)=[C:9]([NH2:24])[N:8]=1)[CH2:3][CH2:4][CH3:5]. (6) Given the reactants CC1C=CC(S(O[CH2:12][CH:13]2[CH2:22][CH2:21][C:20]3[C:15](=[C:16]([C:23]4[CH:28]=[CH:27][CH:26]=[CH:25][C:24]=4[Cl:29])[CH:17]=[CH:18][CH:19]=3)[O:14]2)(=O)=O)=CC=1.[N-:30]=[N+:31]=[N-:32].[Na+], predict the reaction product. The product is: [N:30]([CH2:12][CH:13]1[CH2:22][CH2:21][C:20]2[C:15](=[C:16]([C:23]3[CH:28]=[CH:27][CH:26]=[CH:25][C:24]=3[Cl:29])[CH:17]=[CH:18][CH:19]=2)[O:14]1)=[N+:31]=[N-:32].